Dataset: Catalyst prediction with 721,799 reactions and 888 catalyst types from USPTO. Task: Predict which catalyst facilitates the given reaction. (1) Reactant: Cl[C:2]1[C:11]2[C:6](=[CH:7][C:8]([F:12])=[CH:9][CH:10]=2)[N:5]=[C:4]([C:13]2[CH:18]=[C:17]([N+:19]([O-:21])=[O:20])[CH:16]=[CH:15][C:14]=2[F:22])[C:3]=1[CH3:23].[O:24]1[CH2:29][CH2:28][N:27]([C:30]2[C:35]([NH2:36])=[CH:34][C:33]([N:37]3[CH2:42][CH2:41][O:40][CH2:39][CH2:38]3)=[CH:32][N:31]=2)[CH2:26][CH2:25]1. Product: [O:24]1[CH2:29][CH2:28][N:27]([C:30]2[C:35]([NH:36][C:2]3[C:11]4[C:6](=[CH:7][C:8]([F:12])=[CH:9][CH:10]=4)[N:5]=[C:4]([C:13]4[CH:18]=[C:17]([N+:19]([O-:21])=[O:20])[CH:16]=[CH:15][C:14]=4[F:22])[C:3]=3[CH3:23])=[CH:34][C:33]([N:37]3[CH2:38][CH2:39][O:40][CH2:41][CH2:42]3)=[CH:32][N:31]=2)[CH2:26][CH2:25]1. The catalyst class is: 11. (2) Reactant: C(N(CC)CC)C.[CH3:8][O:9][N:10]=[CH:11][CH:12]([O:17][C:18]1[CH:23]=[CH:22][CH:21]=[CH:20][CH:19]=1)[CH2:13][CH:14]([OH:16])[CH3:15].[CH3:24][S:25](Cl)(=[O:27])=[O:26].C(OCC)(=O)C. Product: [CH3:24][S:25]([O:16][CH:14]([CH2:13][CH:12]([O:17][C:18]1[CH:23]=[CH:22][CH:21]=[CH:20][CH:19]=1)[CH:11]=[N:10][O:9][CH3:8])[CH3:15])(=[O:27])=[O:26]. The catalyst class is: 30. (3) Reactant: [C:1]([O:10][CH2:11][CH3:12])([O:7][CH2:8]C)([O:4][CH2:5]C)[CH2:2][CH3:3].[CH2:13]([C:15](CO)(CO)CC)O.COCCOCCOC.CC1C=CC(S(O)(=O)=O)=CC=1. Product: [CH2:2]([C:1]12[O:4][CH2:5][C:12]([CH2:13][CH3:15])([CH2:8][O:7]1)[CH2:11][O:10]2)[CH3:3]. The catalyst class is: 8. (4) Reactant: C(=O)=O.[CH3:4][C:5]([CH3:7])=O.[CH3:13][CH:14]([CH2:16][AlH][CH2:13][CH:14]([CH3:16])[CH3:15])[CH3:15].[CH3:17]O.[C:19]([CH:22]([CH:24]([C:26]([O-:28])=O)[OH:25])O)([O-])=O.[Na+].[K+]. Product: [OH:28][CH2:26][C:24]([C:22]1[CH:19]=[CH:16][C:14]2[C:15](=[CH:4][CH:5]=[CH:7][CH:13]=2)[CH:17]=1)=[O:25]. The catalyst class is: 11. (5) Reactant: [F:1][C:2]([F:17])([F:16])[C:3]1[CH:11]=[C:10]2[C:6]([C:7]([C:12]([O:14][CH3:15])=[O:13])=[N:8][NH:9]2)=[CH:5][CH:4]=1.[C:18](=O)([O-])[O-].[K+].[K+].IC. Product: [CH3:18][N:9]1[C:10]2[C:6](=[CH:5][CH:4]=[C:3]([C:2]([F:1])([F:16])[F:17])[CH:11]=2)[C:7]([C:12]([O:14][CH3:15])=[O:13])=[N:8]1. The catalyst class is: 10. (6) Reactant: [C:1]([O:7][CH2:8][C@H:9]([C:15]1[C:24]([CH3:25])=[CH:23][C:18]2[N:19]=[C:20]([OH:22])[S:21][C:17]=2[C:16]=1[Br:26])[O:10][C:11]([CH3:14])([CH3:13])[CH3:12])(=[O:6])[C:2]([CH3:5])([CH3:4])[CH3:3].[CH3:27]C([O-])(C)C.[K+].CI. Product: [C:1]([O:7][CH2:8][C@H:9]([C:15]1[C:24]([CH3:25])=[CH:23][C:18]2[N:19]([CH3:27])[C:20](=[O:22])[S:21][C:17]=2[C:16]=1[Br:26])[O:10][C:11]([CH3:14])([CH3:13])[CH3:12])(=[O:6])[C:2]([CH3:3])([CH3:4])[CH3:5]. The catalyst class is: 1.